Dataset: Forward reaction prediction with 1.9M reactions from USPTO patents (1976-2016). Task: Predict the product of the given reaction. Given the reactants OCC1(OC[C@@H](O)[C@@H](O)[C@H]1O)O.[CH3:13][N:14]([CH2:16][CH2:17][N:18]([CH3:20])[CH3:19])C.[CH3:21][N:22](C)[CH2:23][CH2:24][N:25]([CH3:27])[CH3:26], predict the reaction product. The product is: [CH3:20][N:18]([C:17]1[CH:16]=[CH:21][N:22]=[CH:23][CH:24]=1)[CH3:19].[CH3:27][N:25]([CH3:26])[C:24]1[CH:23]=[CH:13][N:14]=[CH:16][CH:17]=1.